This data is from Reaction yield outcomes from USPTO patents with 853,638 reactions. The task is: Predict the reaction yield, written as a fraction of the theoretical maximum amount of product (1.0 means a 100% yield; for example, 0.34 means a 34% yield). (1) The reactants are [CH2:1]([O:8][C:9]1[CH:10]=[CH:11][C:12](O)=[C:13]([C:15]2([CH2:32][OH:33])[C:23]3[C:18](=[CH:19][CH:20]=[CH:21][CH:22]=3)[N:17]([CH2:24][C:25]3[S:26][C:27]([Cl:30])=[CH:28][CH:29]=3)[C:16]2=[O:31])[CH:14]=1)[C:2]1[CH:7]=[CH:6][CH:5]=[CH:4][CH:3]=1.C(P(CCCC)CCCC)CCC.N(C(OC(C)(C)C)=O)=NC(OC(C)(C)C)=O. The catalyst is O1CCCC1. The product is [CH2:1]([O:8][C:9]1[CH:10]=[CH:11][C:12]2[O:33][CH2:32][C:15]3([C:23]4[C:18](=[CH:19][CH:20]=[CH:21][CH:22]=4)[N:17]([CH2:24][C:25]4[S:26][C:27]([Cl:30])=[CH:28][CH:29]=4)[C:16]3=[O:31])[C:13]=2[CH:14]=1)[C:2]1[CH:3]=[CH:4][CH:5]=[CH:6][CH:7]=1. The yield is 0.900. (2) The reactants are [N:1]([C:4]1[CH:5]=[C:6]([CH:8]=[CH:9][CH:10]=1)[NH2:7])=[N+:2]=[N-:3].[CH2:11]([NH:14][C:15](=[O:21])[O:16][C:17]([CH3:20])([CH3:19])[CH3:18])[C:12]#[CH:13].C1(C)C=CC=CC=1. The catalyst is C[C]1[C](C)[C](C)[C](C)[C]1C.C1C=CC(P(C2C=CC=CC=2)C2C=CC=CC=2)=CC=1.C1C=CC(P(C2C=CC=CC=2)C2C=CC=CC=2)=CC=1.Cl[Ru].ClCCl. The product is [NH2:7][C:6]1[CH:5]=[C:4]([N:1]2[C:12]([CH2:11][NH:14][C:15](=[O:21])[O:16][C:17]([CH3:19])([CH3:18])[CH3:20])=[CH:13][N:3]=[N:2]2)[CH:10]=[CH:9][CH:8]=1. The yield is 0.340.